This data is from Forward reaction prediction with 1.9M reactions from USPTO patents (1976-2016). The task is: Predict the product of the given reaction. (1) Given the reactants [I:1][C:2]1[C:10]2[C:5](=[CH:6][CH:7]=[C:8]([N+:11]([O-:13])=[O:12])[CH:9]=2)[NH:4][N:3]=1.[CH3:14][Si:15]([CH2:18][CH2:19][O:20][CH2:21]Cl)([CH3:17])[CH3:16].C(N(C(C)C)CC)(C)C.O, predict the reaction product. The product is: [I:1][C:2]1[C:10]2[C:5](=[CH:6][CH:7]=[C:8]([N+:11]([O-:13])=[O:12])[CH:9]=2)[N:4]([CH2:21][O:20][CH2:19][CH2:18][Si:15]([CH3:17])([CH3:16])[CH3:14])[N:3]=1. (2) Given the reactants C(N(C(C)C)CC)(C)C.[C:18](O[C:18]([O:20][C:21]([CH3:24])([CH3:23])[CH3:22])=[O:19])([O:20][C:21]([CH3:24])([CH3:23])[CH3:22])=[O:19].Cl.O.[NH:27]1[CH2:32][CH2:31][CH2:30][CH2:29][C:28]1=[O:33], predict the reaction product. The product is: [C:18]([N:27]1[CH2:32][CH2:31][CH2:30][CH2:29][C:28]1=[O:33])([O:20][C:21]([CH3:22])([CH3:23])[CH3:24])=[O:19].